From a dataset of Forward reaction prediction with 1.9M reactions from USPTO patents (1976-2016). Predict the product of the given reaction. (1) Given the reactants [F:1][C:2]1[CH:3]=[N:4][N:5]([CH3:38])[C:6]=1[C:7]1[CH:8]=[C:9]2[C:13](=[CH:14][CH:15]=1)[C:12](=[O:16])[N:11]([C@@H:17]([CH2:30][C:31]1[CH:36]=[CH:35][CH:34]=[C:33]([F:37])[CH:32]=1)[CH2:18][N:19]1C(=O)C3C(=CC=CC=3)C1=O)[CH2:10]2.NN, predict the reaction product. The product is: [NH2:19][CH2:18][C@@H:17]([N:11]1[CH2:10][C:9]2[C:13](=[CH:14][CH:15]=[C:7]([C:6]3[N:5]([CH3:38])[N:4]=[CH:3][C:2]=3[F:1])[CH:8]=2)[C:12]1=[O:16])[CH2:30][C:31]1[CH:36]=[CH:35][CH:34]=[C:33]([F:37])[CH:32]=1. (2) Given the reactants [N:1]([C@@H:4]1[CH2:9][C@H:8]2[C@H:10]3[C@H:19]([CH2:20][CH2:21][C@:6]2([CH3:7])[C@H:5]1[OH:24])[C:18]1[CH:17]=[CH:16][C:15]([O:22][CH3:23])=[CH:14][C:13]=1[CH2:12][CH2:11]3)=[N+:2]=[N-:3], predict the reaction product. The product is: [N:1]([C@@H:4]1[CH2:9][C@H:8]2[C@H:10]3[C@H:19]([CH2:20][CH2:21][C@:6]2([CH3:7])[C@@H:5]1[OH:24])[C:18]1[CH:17]=[CH:16][C:15]([O:22][CH3:23])=[CH:14][C:13]=1[CH2:12][CH2:11]3)=[N+:2]=[N-:3].